From a dataset of Catalyst prediction with 721,799 reactions and 888 catalyst types from USPTO. Predict which catalyst facilitates the given reaction. (1) Reactant: [NH2:1][C:2]1[C:3]([C:9]([NH:11][NH2:12])=[O:10])=[N:4][C:5]([Br:8])=[CH:6][N:7]=1.[Br:13][CH2:14][C:15]1[CH:23]=[CH:22][C:18]([C:19](O)=O)=[CH:17][CH:16]=1.BrP(Br)(C1C=CC=CC=1)(C1C=CC=CC=1)C1C=CC=CC=1.C(N(C(C)C)CC)(C)C. Product: [Br:8][C:5]1[N:4]=[C:3]([C:9]2[O:10][C:19]([C:18]3[CH:22]=[CH:23][C:15]([CH2:14][Br:13])=[CH:16][CH:17]=3)=[N:12][N:11]=2)[C:2]([NH2:1])=[N:7][CH:6]=1. The catalyst class is: 10. (2) Reactant: F[C:2](F)(F)[C:3](O)=O.[C:8]1([CH3:40])[CH:13]=[CH:12][CH:11]=[CH:10][C:9]=1[NH:14][C:15]1N[C:17]2[CH:23]=[C:22]([CH2:24][C:25]([NH:27][C:28]3[CH:29]=[CH:30][C:31]([CH:34]([CH3:39])[CH2:35][C:36]([OH:38])=[O:37])=[N:32][CH:33]=3)=[O:26])[CH:21]=[CH:20][C:18]=2[N:19]=1.F[P-](F)(F)(F)(F)F.N1([O:57]C(N(C)C)=[N+](C)C)C2N=CC=CC=2N=N1.C(N(C(C)C)CC)(C)C.NC1C=CC(C(C)CC(OCC)=O)=NC=1. Product: [CH2:2]([O:38][C:36](=[O:37])[CH2:35][CH:34]([C:31]1[CH:30]=[CH:29][C:28]([NH:27][C:25](=[O:26])[CH2:24][C:22]2[CH:21]=[CH:20][C:18]3[N:19]=[C:15]([NH:14][C:9]4[CH:10]=[CH:11][CH:12]=[CH:13][C:8]=4[CH3:40])[O:57][C:17]=3[CH:23]=2)=[CH:33][N:32]=1)[CH3:39])[CH3:3]. The catalyst class is: 9.